From a dataset of Full USPTO retrosynthesis dataset with 1.9M reactions from patents (1976-2016). Predict the reactants needed to synthesize the given product. (1) Given the product [NH2:12][C:9]1[CH:8]=[CH:7][C:6]([CH2:5][C:4]([O:3][CH2:1][CH3:2])=[O:13])=[CH:11][C:10]=1[Cl:15], predict the reactants needed to synthesize it. The reactants are: [CH2:1]([O:3][C:4](=[O:13])[CH2:5][C:6]1[CH:11]=[CH:10][C:9]([NH2:12])=[CH:8][CH:7]=1)[CH3:2].C(Cl)(Cl)[Cl:15]. (2) Given the product [F:29][C:10]([F:9])([F:28])[C:11]1[CH:12]=[CH:13][C:14]([C:17]2[C:18](=[O:27])[NH:19][C:20]3([CH2:26][CH2:25][CH2:24][CH2:23][CH2:22]3)[N:21]=2)=[CH:15][CH:16]=1, predict the reactants needed to synthesize it. The reactants are: BrN1C(=O)CCC1=O.[F:9][C:10]([F:29])([F:28])[C:11]1[CH:16]=[CH:15][C:14]([CH:17]2[NH:21][C:20]3([CH2:26][CH2:25][CH2:24][CH2:23][CH2:22]3)[NH:19][C:18]2=[O:27])=[CH:13][CH:12]=1.C(=O)(O)[O-].[Na+]. (3) Given the product [C:17]([NH:25][C:26]([NH:16][C:11]1[CH:12]=[C:13]([Br:15])[CH:14]=[C:9]([O:8][CH2:1][C:2]2[CH:3]=[CH:4][CH:5]=[CH:6][CH:7]=2)[CH:10]=1)=[S:27])(=[O:24])[C:18]1[CH:23]=[CH:22][CH:21]=[CH:20][CH:19]=1, predict the reactants needed to synthesize it. The reactants are: [CH2:1]([O:8][C:9]1[CH:10]=[C:11]([NH2:16])[CH:12]=[C:13]([Br:15])[CH:14]=1)[C:2]1[CH:7]=[CH:6][CH:5]=[CH:4][CH:3]=1.[C:17]([N:25]=[C:26]=[S:27])(=[O:24])[C:18]1[CH:23]=[CH:22][CH:21]=[CH:20][CH:19]=1. (4) Given the product [Si:26]([O:25][CH2:24][CH2:23][N:22]1[N:21]=[CH:20][C:19]2[NH:33][C:34](=[O:39])[C@H:35]([CH3:38])[CH:11]=[CH:10][CH2:9][C@H:8]([NH:7][C:6](=[O:40])[O:5][C:1]([CH3:4])([CH3:3])[CH3:2])[C:12]3[CH:17]=[C:16]([CH:15]=[CH:14][N:13]=3)[C:18]1=2)([C:29]([CH3:31])([CH3:30])[CH3:32])([CH3:28])[CH3:27], predict the reactants needed to synthesize it. The reactants are: [C:1]([O:5][C:6](=[O:40])[NH:7][C@H:8]([C:12]1[CH:17]=[C:16]([C:18]2[N:22]([CH2:23][CH2:24][O:25][Si:26]([C:29]([CH3:32])([CH3:31])[CH3:30])([CH3:28])[CH3:27])[N:21]=[CH:20][C:19]=2[NH:33][C:34](=[O:39])[C@H:35]([CH3:38])C=C)[CH:15]=[CH:14][N:13]=1)[CH2:9][CH:10]=[CH2:11])([CH3:4])([CH3:3])[CH3:2]. (5) Given the product [Cl:19][C:20]1[CH:25]=[CH:24][CH:23]=[CH:22][C:21]=1[S:26]([N:11]([C:12]1[CH:17]=[CH:16][C:15]([CH3:18])=[CH:14][CH:13]=1)[CH2:2][C:3]([N:8]([CH2:9][CH3:10])[CH2:6][CH3:7])=[O:4])(=[O:28])=[O:27], predict the reactants needed to synthesize it. The reactants are: Br[CH2:2][C:3](Br)=[O:4].[CH2:6]([NH:8][CH2:9][CH3:10])[CH3:7].[NH2:11][C:12]1[CH:17]=[CH:16][C:15]([CH3:18])=[CH:14][CH:13]=1.[Cl:19][C:20]1[CH:25]=[CH:24][CH:23]=[CH:22][C:21]=1[S:26](Cl)(=[O:28])=[O:27]. (6) The reactants are: [CH2:1]([O:8][CH2:9][C:10]([NH:16][S:17]([C:19]([CH3:22])([CH3:21])[CH3:20])=[O:18])([CH3:15])[C:11](=[N:13][OH:14])[NH2:12])[C:2]1[CH:7]=[CH:6][CH:5]=[CH:4][CH:3]=1.C(=O)([O-])[O-].[K+].[K+].[C:29](OC(=O)C)(=O)[CH3:30]. Given the product [CH2:1]([O:8][CH2:9][C:10]([NH:16][S:17]([C:19]([CH3:22])([CH3:21])[CH3:20])=[O:18])([C:11]1[N:12]=[C:29]([CH3:30])[O:14][N:13]=1)[CH3:15])[C:2]1[CH:7]=[CH:6][CH:5]=[CH:4][CH:3]=1, predict the reactants needed to synthesize it. (7) The reactants are: Cl[C:2]1[CH:7]=[CH:6][C:5]([C:8]2[C:17]3[C:12](=[CH:13][CH:14]=[CH:15][CH:16]=3)[C:11]([NH:18][C:19]3[CH:24]=[CH:23][C:22]([O:25][C:26]4[C:35]5[C:30](=[CH:31][C:32]([O:36][CH3:37])=[CH:33][N:34]=5)[N:29]=[CH:28][CH:27]=4)=[CH:21][CH:20]=3)=[N:10][N:9]=2)=[CH:4][CH:3]=1.C(=O)([O-])[O-].[Cs+].[Cs+].CC(C1C=C(C(C)C)C(C2C=CC=CC=2P(C2CCCCC2)C2CCCCC2)=C(C(C)C)C=1)C.[CH2:78]([Si:80]([C:85]#[CH:86])([CH2:83][CH3:84])[CH2:81][CH3:82])[CH3:79]. Given the product [CH3:37][O:36][C:32]1[CH:31]=[C:30]2[C:35]([C:26]([O:25][C:22]3[CH:21]=[CH:20][C:19]([NH:18][C:11]4[C:12]5[C:17](=[CH:16][CH:15]=[CH:14][CH:13]=5)[C:8]([C:5]5[CH:6]=[CH:7][C:2]([C:86]#[C:85][Si:80]([CH2:83][CH3:84])([CH2:81][CH3:82])[CH2:78][CH3:79])=[CH:3][CH:4]=5)=[N:9][N:10]=4)=[CH:24][CH:23]=3)=[CH:27][CH:28]=[N:29]2)=[N:34][CH:33]=1, predict the reactants needed to synthesize it. (8) Given the product [O:2]1[C:6]2[C:7]([O:11][CH:12]3[CH2:15][N:14]([C:60](=[O:61])/[CH:59]=[CH:58]/[C:53]4[CH:52]=[C:51]5[C:56](=[N:55][CH:54]=4)[NH:57][C:48](=[O:47])[CH2:49][CH2:50]5)[CH2:13]3)=[CH:8][CH:9]=[CH:10][C:5]=2[CH:4]=[CH:3]1, predict the reactants needed to synthesize it. The reactants are: Cl.[O:2]1[C:6]2[C:7]([O:11][CH:12]3[CH2:15][NH:14][CH2:13]3)=[CH:8][CH:9]=[CH:10][C:5]=2[CH:4]=[CH:3]1.CCN=C=NCCCN(C)C.C1C=CC2N(O)N=NC=2C=1.C(N(C(C)C)CC)(C)C.Cl.[O:47]=[C:48]1[NH:57][C:56]2[N:55]=[CH:54][C:53](/[CH:58]=[CH:59]/[C:60](O)=[O:61])=[CH:52][C:51]=2[CH2:50][CH2:49]1. (9) Given the product [O:1]1[C:5]2[C:6]([CH2:15][OH:14])=[CH:7][CH:8]=[CH:9][C:4]=2[CH2:3][CH2:2]1, predict the reactants needed to synthesize it. The reactants are: [O:1]1[C:5]2[CH:6]=[CH:7][CH:8]=[CH:9][C:4]=2[CH2:3][CH:2]1C(O)=O.B.[O:14]1CCC[CH2:15]1.CO.